Dataset: NCI-60 drug combinations with 297,098 pairs across 59 cell lines. Task: Regression. Given two drug SMILES strings and cell line genomic features, predict the synergy score measuring deviation from expected non-interaction effect. (1) Drug 1: CN(C)C1=NC(=NC(=N1)N(C)C)N(C)C. Drug 2: CN(CCCl)CCCl.Cl. Cell line: OVCAR-4. Synergy scores: CSS=-1.32, Synergy_ZIP=1.29, Synergy_Bliss=2.04, Synergy_Loewe=-4.08, Synergy_HSA=-1.94. (2) Drug 1: C1C(C(OC1N2C=C(C(=O)NC2=O)F)CO)O. Drug 2: C1=CN(C(=O)N=C1N)C2C(C(C(O2)CO)O)O.Cl. Cell line: OVCAR-5. Synergy scores: CSS=36.6, Synergy_ZIP=-4.37, Synergy_Bliss=0.180, Synergy_Loewe=4.60, Synergy_HSA=6.35. (3) Drug 1: CC1C(C(CC(O1)OC2CC(CC3=C2C(=C4C(=C3O)C(=O)C5=C(C4=O)C(=CC=C5)OC)O)(C(=O)C)O)N)O.Cl. Drug 2: C(=O)(N)NO. Cell line: NCI/ADR-RES. Synergy scores: CSS=8.50, Synergy_ZIP=-1.37, Synergy_Bliss=3.62, Synergy_Loewe=2.24, Synergy_HSA=2.18. (4) Drug 1: CCCCCOC(=O)NC1=NC(=O)N(C=C1F)C2C(C(C(O2)C)O)O. Drug 2: CN(CCCl)CCCl.Cl. Cell line: UACC-257. Synergy scores: CSS=10.6, Synergy_ZIP=-3.34, Synergy_Bliss=-1.25, Synergy_Loewe=-4.63, Synergy_HSA=-0.330. (5) Drug 1: C1=NC2=C(N1)C(=S)N=CN2. Drug 2: COC1=NC(=NC2=C1N=CN2C3C(C(C(O3)CO)O)O)N. Cell line: SF-539. Synergy scores: CSS=-2.81, Synergy_ZIP=2.12, Synergy_Bliss=2.88, Synergy_Loewe=-2.51, Synergy_HSA=-2.63. (6) Cell line: NCI-H322M. Drug 2: N.N.Cl[Pt+2]Cl. Drug 1: CC1=C2C(C(=O)C3(C(CC4C(C3C(C(C2(C)C)(CC1OC(=O)C(C(C5=CC=CC=C5)NC(=O)C6=CC=CC=C6)O)O)OC(=O)C7=CC=CC=C7)(CO4)OC(=O)C)O)C)OC(=O)C. Synergy scores: CSS=3.39, Synergy_ZIP=-6.40, Synergy_Bliss=-5.74, Synergy_Loewe=-24.7, Synergy_HSA=-6.44. (7) Drug 1: CC1=C(C=C(C=C1)NC(=O)C2=CC=C(C=C2)CN3CCN(CC3)C)NC4=NC=CC(=N4)C5=CN=CC=C5. Drug 2: CC1CCCC2(C(O2)CC(NC(=O)CC(C(C(=O)C(C1O)C)(C)C)O)C(=CC3=CSC(=N3)C)C)C. Cell line: OVCAR-8. Synergy scores: CSS=36.3, Synergy_ZIP=2.32, Synergy_Bliss=0.187, Synergy_Loewe=-35.3, Synergy_HSA=0.0824. (8) Drug 1: CN(C)N=NC1=C(NC=N1)C(=O)N. Drug 2: CC1C(C(CC(O1)OC2CC(CC3=C2C(=C4C(=C3O)C(=O)C5=CC=CC=C5C4=O)O)(C(=O)C)O)N)O. Cell line: SNB-75. Synergy scores: CSS=50.5, Synergy_ZIP=-0.514, Synergy_Bliss=0.306, Synergy_Loewe=5.59, Synergy_HSA=5.90. (9) Drug 1: C1CC(C1)(C(=O)O)C(=O)O.[NH2-].[NH2-].[Pt+2]. Drug 2: CC1=C2C(C(=O)C3(C(CC4C(C3C(C(C2(C)C)(CC1OC(=O)C(C(C5=CC=CC=C5)NC(=O)C6=CC=CC=C6)O)O)OC(=O)C7=CC=CC=C7)(CO4)OC(=O)C)O)C)OC(=O)C. Cell line: HS 578T. Synergy scores: CSS=25.5, Synergy_ZIP=-2.87, Synergy_Bliss=2.67, Synergy_Loewe=-15.5, Synergy_HSA=3.12.